From a dataset of NCI-60 drug combinations with 297,098 pairs across 59 cell lines. Regression. Given two drug SMILES strings and cell line genomic features, predict the synergy score measuring deviation from expected non-interaction effect. (1) Drug 1: C1=CC(=C2C(=C1NCCNCCO)C(=O)C3=C(C=CC(=C3C2=O)O)O)NCCNCCO. Drug 2: CC1C(C(CC(O1)OC2CC(CC3=C2C(=C4C(=C3O)C(=O)C5=C(C4=O)C(=CC=C5)OC)O)(C(=O)C)O)N)O.Cl. Cell line: NCI/ADR-RES. Synergy scores: CSS=8.28, Synergy_ZIP=1.06, Synergy_Bliss=7.50, Synergy_Loewe=5.26, Synergy_HSA=6.03. (2) Drug 1: CNC(=O)C1=NC=CC(=C1)OC2=CC=C(C=C2)NC(=O)NC3=CC(=C(C=C3)Cl)C(F)(F)F. Drug 2: C1C(C(OC1N2C=NC(=NC2=O)N)CO)O. Cell line: MDA-MB-435. Synergy scores: CSS=11.9, Synergy_ZIP=0.272, Synergy_Bliss=2.94, Synergy_Loewe=4.22, Synergy_HSA=1.25.